This data is from Full USPTO retrosynthesis dataset with 1.9M reactions from patents (1976-2016). The task is: Predict the reactants needed to synthesize the given product. (1) Given the product [CH2:20]([O:19][C:17]([C:13]1[NH:12][C:11](=[O:28])[C:10]([O-:23])=[C:9]2[C:14]=1[CH2:15][CH2:16][N:7]([CH2:6][C:5]1[CH:25]=[CH:26][C:2]([F:1])=[CH:3][CH:4]=1)[C:8]2=[O:24])=[O:18])[CH3:21].[Na+:29], predict the reactants needed to synthesize it. The reactants are: [F:1][C:2]1[CH:26]=[CH:25][C:5]([CH2:6][N:7]2[CH2:16][CH2:15][C:14]3[C:9](=[C:10]([OH:23])[CH:11]=[N+:12]([O-])[C:13]=3[C:17]([O:19][CH2:20][CH3:21])=[O:18])[C:8]2=[O:24])=[CH:4][CH:3]=1.C[O-:28].[Na+:29]. (2) Given the product [CH3:1][C:2]1([CH3:18])[CH2:16][C:6]2[N:7]=[C:8]([N:10]3[CH2:15][CH2:14][O:13][CH2:12][CH2:11]3)[S:9][C:5]=2/[C:4](=[N:20]/[NH2:21])/[CH2:3]1, predict the reactants needed to synthesize it. The reactants are: [CH3:1][C:2]1([CH3:18])[CH2:16][C:6]2[N:7]=[C:8]([N:10]3[CH2:15][CH2:14][O:13][CH2:12][CH2:11]3)[S:9][C:5]=2[C:4](=O)[CH2:3]1.O.[NH2:20][NH2:21].CC(O)=O.C([O-])(O)=O.[Na+]. (3) Given the product [Cl:9][C:10]1[C:11]([F:36])=[C:12]([CH:13]=[CH:14][CH:15]=1)[NH:16][C:17]1[C:26]2[C:21](=[CH:22][C:23]([O:29][CH:30]3[CH2:35][CH2:34][N:33]([C:3](=[O:4])[C@@H:2]([OH:1])[CH3:6])[CH2:32][CH2:31]3)=[C:24]([O:27][CH3:28])[CH:25]=2)[N:20]=[CH:19][N:18]=1, predict the reactants needed to synthesize it. The reactants are: [OH:1][C@@H:2]([CH3:6])[C:3](O)=[O:4].Cl.Cl.[Cl:9][C:10]1[C:11]([F:36])=[C:12]([NH:16][C:17]2[C:26]3[C:21](=[CH:22][C:23]([O:29][CH:30]4[CH2:35][CH2:34][NH:33][CH2:32][CH2:31]4)=[C:24]([O:27][CH3:28])[CH:25]=3)[N:20]=[CH:19][N:18]=2)[CH:13]=[CH:14][CH:15]=1. (4) Given the product [O:13]1[C:9]([C:6]2[CH:7]=[CH:8][C:3]([CH2:2][N:22]3[C:30]4[C:25](=[CH:26][CH:27]=[CH:28][CH:29]=4)[C:24]4([C:42]5[C:33](=[CH:34][C:35]6[O:40][CH2:39][CH2:38][O:37][C:36]=6[CH:41]=5)[O:32][CH2:31]4)[C:23]3=[O:43])=[CH:4][CH:5]=2)=[CH:10][CH:11]=[N:12]1, predict the reactants needed to synthesize it. The reactants are: Br[CH2:2][C:3]1[CH:8]=[CH:7][C:6]([C:9]2[O:13][N:12]=[CH:11][CH:10]=2)=[CH:5][CH:4]=1.BrCC1CCCCO1.[NH:22]1[C:30]2[C:25](=[CH:26][CH:27]=[CH:28][CH:29]=2)[C:24]2([C:42]3[C:33](=[CH:34][C:35]4[O:40][CH2:39][CH2:38][O:37][C:36]=4[CH:41]=3)[O:32][CH2:31]2)[C:23]1=[O:43]. (5) The reactants are: [OH:1][C:2]1[CH:3]=[CH:4][C:5]([CH3:12])=[C:6]([CH:11]=1)[C:7]([O:9][CH3:10])=[O:8].[CH2:13](O)[C:14]#[CH:15].C1(P(C2C=CC=CC=2)C2C=CC=CC=2)C=CC=CC=1.N(C(OC(C)(C)C)=O)=NC(OC(C)(C)C)=O. Given the product [CH3:12][C:5]1[CH:4]=[CH:3][C:2]([O:1][CH2:15][C:14]#[CH:13])=[CH:11][C:6]=1[C:7]([O:9][CH3:10])=[O:8], predict the reactants needed to synthesize it.